Dataset: Full USPTO retrosynthesis dataset with 1.9M reactions from patents (1976-2016). Task: Predict the reactants needed to synthesize the given product. (1) Given the product [Cl:1][C:2]1[CH:3]=[C:4]2[C:8](=[CH:9][CH:10]=1)[NH:7][N:6]=[C:5]2[C:11]1[NH:19][CH:14]2[CH2:15][CH2:16][CH2:17][CH2:18][CH:13]2[N:12]=1, predict the reactants needed to synthesize it. The reactants are: [Cl:1][C:2]1[CH:3]=[C:4]2[C:8](=[CH:9][CH:10]=1)[NH:7][N:6]=[C:5]2[C:11]#[N:12].[CH:13]1(N)[CH2:18][CH2:17][CH2:16][CH2:15][CH:14]1[NH2:19].P12(SP3(SP(SP(S3)(S1)=S)(=S)S2)=S)=S. (2) Given the product [Br:1][C:2]1[CH:3]=[CH:4][C:5]([O:9][CH3:10])=[C:6]([CH:7]=1)[O:8][C@@H:14]1[CH2:15][CH2:16][N:12]([CH3:11])[CH2:13]1, predict the reactants needed to synthesize it. The reactants are: [Br:1][C:2]1[CH:3]=[CH:4][C:5]([O:9][CH3:10])=[C:6]([OH:8])[CH:7]=1.[CH3:11][N:12]1[CH2:16][CH2:15][C@H:14](O)[CH2:13]1. (3) Given the product [Br:8][C:19]1[C:20]2[N:24]=[CH:23][N:22]([CH2:25][C:26]3[CH:27]=[CH:28][C:29]([C:32]([F:35])([F:34])[F:33])=[CH:30][CH:31]=3)[C:21]=2[C:16]([NH:15][C@@H:13]([CH:9]2[CH2:12][CH2:11][CH2:10]2)[CH3:14])=[N:17][C:18]=1[C:36]#[N:37], predict the reactants needed to synthesize it. The reactants are: C1C(=O)N([Br:8])C(=O)C1.[CH:9]1([C@H:13]([NH:15][C:16]2[C:21]3[N:22]([CH2:25][C:26]4[CH:31]=[CH:30][C:29]([C:32]([F:35])([F:34])[F:33])=[CH:28][CH:27]=4)[CH:23]=[N:24][C:20]=3[CH:19]=[C:18]([C:36]#[N:37])[N:17]=2)[CH3:14])[CH2:12][CH2:11][CH2:10]1. (4) The reactants are: [CH3:1][C:2]1([CH3:24])[C:11]2[CH2:10][O:9][CH:8]=[CH:7][C:6]3=[CH:12][CH:13]([CH2:15][NH:16][C:17](=[O:23])[O:18][C:19]([CH3:22])([CH3:21])[CH3:20])[O:14][B:4]([C:5]=23)[O:3]1.C1C(=O)N([Cl:32])C(=O)C1. Given the product [Cl:32][C:12]1[C@H:13]([CH2:15][NH:16][C:17](=[O:23])[O:18][C:19]([CH3:22])([CH3:21])[CH3:20])[O:14][B:4]2[C:5]3[C:6]=1[CH:7]=[CH:8][O:9][CH2:10][C:11]=3[C:2]([CH3:24])([CH3:1])[O:3]2, predict the reactants needed to synthesize it. (5) Given the product [CH3:1][O:2][C:3](=[O:11])[C:4]1[CH:9]=[CH:8][N:7]=[CH:6][C:5]=1[NH:10][CH:36]1[CH2:37][CH2:38][O:33][CH2:34][CH2:35]1, predict the reactants needed to synthesize it. The reactants are: [CH3:1][O:2][C:3](=[O:11])[C:4]1[CH:9]=[CH:8][N:7]=[CH:6][C:5]=1[NH2:10].FC(F)(F)C(O)=O.C(O[BH-](OC(=O)C)OC(=O)C)(=O)C.[Na+].[O:33]1[CH2:38][CH2:37][C:36](=O)[CH2:35][CH2:34]1.[Na]. (6) Given the product [Br:1][C:2]1[CH:3]=[CH:4][C:5]2[CH:6]=[C:7]3[CH2:14][NH:13][CH2:12][C@@H:11]([CH2:15][CH3:16])[N:8]3[C:9]=2[CH:10]=1, predict the reactants needed to synthesize it. The reactants are: [Br:1][C:2]1[CH:3]=[CH:4][C:5]2[CH:6]=[C:7]3[CH2:14][NH:13][CH2:12][CH:11]([CH2:15][CH3:16])[N:8]3[C:9]=2[CH:10]=1. (7) Given the product [C:49]([O:48][C:42]1[C:41]([CH3:52])=[C:40]2[C:45]([C:46](=[O:47])[C:37]([C:36]3[CH:35]=[CH:34][C:33]([O:32][CH3:29])=[CH:54][CH:53]=3)=[CH:38][O:39]2)=[CH:44][CH:43]=1)(=[O:51])[CH3:50], predict the reactants needed to synthesize it. The reactants are: OC1C(C)=C2C(C(=O)C(C3C=CC(OC)=CC=3)CO2)=CC=1.C(OC(=O)C)(=O)C.[C:29]([O:32][C:33]1[CH:54]=[CH:53][C:36]([C:37]2[C:46](=[O:47])[C:45]3[C:40](=[C:41]([CH3:52])[C:42]([O:48][C:49](=[O:51])[CH3:50])=[CH:43][CH:44]=3)[O:39][CH:38]=2)=[CH:35][CH:34]=1)(=O)C. (8) Given the product [Cl:1][C:2]1[CH:7]=[CH:6][C:5]([CH:18]2[CH2:17][O:16][C:15]3([CH2:20][CH2:21][CH:12]([N:11]([CH3:24])[CH3:10])[CH2:13][CH2:14]3)[O:19]2)=[CH:4][CH:3]=1, predict the reactants needed to synthesize it. The reactants are: [Cl:1][C:2]1[CH:7]=[CH:6][C:5]([Mg]Cl)=[CH:4][CH:3]=1.[CH3:10][N:11]([CH3:24])[C:12]1(C#N)[CH2:21][CH2:20][C:15]2([O:19][CH2:18][CH2:17][O:16]2)[CH2:14][CH2:13]1.[Cl-].[NH4+]. (9) Given the product [CH3:11][N:10]1[C:4]2[CH:3]=[C:2]([C:13]#[N:15])[N:7]=[CH:6][C:5]=2[N:8]=[CH:9]1, predict the reactants needed to synthesize it. The reactants are: Br[C:2]1[N:7]=[CH:6][C:5]2[N:8]=[CH:9][N:10]([CH3:11])[C:4]=2[CH:3]=1.C[C:13]([N:15](C)C)=O. (10) Given the product [F:12][C:9]([F:11])([F:10])[C:7]1[CH:6]=[C:5]([NH:13][C:14]([NH:13][CH:5]([CH3:6])[CH3:4])=[C:15]([S:18]([CH3:21])(=[O:19])=[O:20])[C:16]#[N:17])[CH:4]=[C:3]([C:2]([F:24])([F:25])[F:1])[CH:8]=1, predict the reactants needed to synthesize it. The reactants are: [F:1][C:2]([F:25])([F:24])[C:3]1[CH:4]=[C:5]([NH:13][C:14](SC)=[C:15]([S:18]([CH3:21])(=[O:20])=[O:19])[C:16]#[N:17])[CH:6]=[C:7]([C:9]([F:12])([F:11])[F:10])[CH:8]=1.